This data is from Reaction yield outcomes from USPTO patents with 853,638 reactions. The task is: Predict the reaction yield, written as a fraction of the theoretical maximum amount of product (1.0 means a 100% yield; for example, 0.34 means a 34% yield). (1) The reactants are [N:1]1[CH:6]=[CH:5][C:4]([C:7](=O)[CH2:8][C:9](=O)[C:10]([F:13])([F:12])[F:11])=[CH:3][CH:2]=1.C(C1C=CN=CC=1)(=O)C.[NH2:25][C:26]1[C:30]([C:31]#[N:32])=[CH:29][NH:28][N:27]=1. No catalyst specified. The product is [N:1]1[CH:6]=[CH:5][C:4]([C:7]2[CH:8]=[C:9]([C:10]([F:13])([F:12])[F:11])[N:27]3[N:28]=[CH:29][C:30]([C:31]#[N:32])=[C:26]3[N:25]=2)=[CH:3][CH:2]=1. The yield is 0.380. (2) The product is [F:21][C:22]1[CH:23]=[C:24]([C:2]2[C:6]([CH3:7])=[C:5]([C:8]3[CH:9]=[CH:10][C:11]([OH:14])=[CH:12][CH:13]=3)[S:4][C:3]=2[CH:16]=[O:20])[CH:25]=[CH:26][C:27]=1[OH:28]. The yield is 0.970. No catalyst specified. The reactants are Br[C:2]1[C:6]([CH3:7])=[C:5]([C:8]2[CH:13]=[CH:12][C:11]([O:14]C)=[CH:10][CH:9]=2)[S:4][C:3]=1[CH:16]1[O:20]CCO1.[F:21][C:22]1[CH:23]=[C:24](B(O)O)[CH:25]=[CH:26][C:27]=1[O:28]C. (3) The reactants are [CH2:1]([O:3][C:4](=[O:16])[C:5]([C:7]1[C:15]2[C:10](=[CH:11][CH:12]=[CH:13][CH:14]=2)[NH:9][CH:8]=1)=[O:6])[CH3:2].[C:17]([O-:20])([O-])=[O:18].[Cs+].[Cs+]. No catalyst specified. The product is [CH2:1]([O:3][C:4](=[O:16])[C:5]([C:7]1[C:15]2[C:10](=[CH:11][CH:12]=[CH:13][CH:14]=2)[N:9]([CH2:11][CH2:10][NH:9][C:17]([O:20][C:7]([CH3:15])([CH3:8])[CH3:5])=[O:18])[CH:8]=1)=[O:6])[CH3:2]. The yield is 0.680. (4) The reactants are [Cl:1][C:2]1[C:9]([OH:10])=[CH:8][CH:7]=[CH:6][C:3]=1[CH:4]=O.[Cl-].O[NH3+:13]. The catalyst is C(O)(=O)C.C(OCC)(=O)C. The product is [Cl:1][C:2]1[C:9]([OH:10])=[CH:8][CH:7]=[CH:6][C:3]=1[C:4]#[N:13]. The yield is 1.00. (5) The reactants are [H-].[Na+].[C:3]([C:5]1[CH:10]=[CH:9][C:8]([CH2:11][C:12]#N)=[CH:7][CH:6]=1)#[N:4].I[CH3:15].C[N:17]([CH3:20])C=O. No catalyst specified. The product is [C:3]([C:5]1[CH:10]=[CH:9][C:8]([C:11]([CH3:12])([CH3:15])[C:20]#[N:17])=[CH:7][CH:6]=1)#[N:4]. The yield is 0.520. (6) The reactants are F[B-](F)(F)F.[F:6][S:7]([F:19])([F:18])([F:17])([F:16])[C:8]1[CH:13]=[CH:12][C:11]([N+:14]#[N:15])=[CH:10][CH:9]=1.[CH3:20][O:21][C:22]1[CH:27]=[C:26]([O:28][CH3:29])[CH:25]=[C:24]([O:30][CH3:31])[CH:23]=1. The catalyst is C(O)C. The product is [CH3:29][O:28][C:26]1[CH:25]=[C:24]([O:30][CH3:31])[CH:23]=[C:22]([O:21][CH3:20])[C:27]=1/[N:15]=[N:14]/[C:11]1[CH:12]=[CH:13][C:8]([S:7]([F:16])([F:17])([F:18])([F:19])[F:6])=[CH:9][CH:10]=1. The yield is 0.750.